This data is from Forward reaction prediction with 1.9M reactions from USPTO patents (1976-2016). The task is: Predict the product of the given reaction. (1) The product is: [C:9]([O:13][C:14](=[O:15])[NH:8][C:5]1[CH:6]=[N:7][C:2]([Cl:1])=[CH:3][CH:4]=1)([CH3:12])([CH3:11])[CH3:10]. Given the reactants [Cl:1][C:2]1[N:7]=[CH:6][C:5]([NH2:8])=[CH:4][CH:3]=1.[C:9]([O:13][C:14](O[C:14]([O:13][C:9]([CH3:12])([CH3:11])[CH3:10])=[O:15])=[O:15])([CH3:12])([CH3:11])[CH3:10], predict the reaction product. (2) Given the reactants [CH3:1][CH:2]1[C:10]2[C:5](=[CH:6][CH:7]=[C:8]([C:11]3[CH:12]=[N:13][N:14]([CH3:16])[CH:15]=3)[CH:9]=2)[NH:4][CH2:3]1.Br[C:18]1[C:22]2[CH2:23][N:24]([C:27](=[O:29])[CH3:28])[CH2:25][CH2:26][C:21]=2[N:20]([CH3:30])[N:19]=1.C(O[Na])(C)(C)C.COC(C)(C)C.C1(P(C2CCCCC2)C2C=CC=CC=2C2C(OC(C)C)=CC=CC=2OC(C)C)CCCCC1, predict the reaction product. The product is: [CH3:30][N:20]1[C:21]2[CH2:26][CH2:25][N:24]([C:27](=[O:29])[CH3:28])[CH2:23][C:22]=2[C:18]([N:4]2[C:5]3[C:10](=[CH:9][C:8]([C:11]4[CH:12]=[N:13][N:14]([CH3:16])[CH:15]=4)=[CH:7][CH:6]=3)[CH:2]([CH3:1])[CH2:3]2)=[N:19]1.